This data is from Full USPTO retrosynthesis dataset with 1.9M reactions from patents (1976-2016). The task is: Predict the reactants needed to synthesize the given product. (1) Given the product [CH3:1][C:2]1[N:3]([CH:17]2[CH2:18][CH2:19][NH:14][CH2:15][CH2:16]2)[CH:4]=[CH:5][N:6]=1, predict the reactants needed to synthesize it. The reactants are: [CH3:1][C:2]1[NH:3][CH:4]=[CH:5][N:6]=1.C(OC([N:14]1[CH2:19][CH2:18][CH:17](OS(C)(=O)=O)[CH2:16][CH2:15]1)=O)(C)(C)C. (2) Given the product [CH3:19][C:10]1[N:11]=[CH:12][C:13]([CH2:14][OH:16])=[CH:8][CH:9]=1, predict the reactants needed to synthesize it. The reactants are: [H-].[Al+3].[Li+].[H-].[H-].[H-].C[C:8]1[C:13]([C:14]([O:16]C)=O)=[CH:12][N:11]=[CH:10][CH:9]=1.O1CCC[CH2:19]1. (3) Given the product [Cl:37][CH2:36][CH2:35][O:1][C:2]1[CH:11]=[C:10]2[C:5]([C:6]([O:12][C:13]3[C:14]([C:23](=[O:25])[CH3:24])=[N:15][C:16]4[C:21]([CH:22]=3)=[CH:20][CH:19]=[CH:18][CH:17]=4)=[CH:7][CH:8]=[N:9]2)=[CH:4][C:3]=1[O:26][CH3:27], predict the reactants needed to synthesize it. The reactants are: [OH:1][C:2]1[CH:11]=[C:10]2[C:5]([C:6]([O:12][C:13]3[C:14]([C:23](=[O:25])[CH3:24])=[N:15][C:16]4[C:21]([CH:22]=3)=[CH:20][CH:19]=[CH:18][CH:17]=4)=[CH:7][CH:8]=[N:9]2)=[CH:4][C:3]=1[O:26][CH3:27].C(=O)([O-])[O-].[K+].[K+].Br[CH2:35][CH2:36][Cl:37].O. (4) Given the product [C:38]([OH:37])(=[O:40])[CH2:39][CH2:23][C:24]([OH:25])=[O:43].[Cl:1][C:2]1[CH:3]=[CH:4][C:5]2[NH:11][C:10]3[CH:12]=[CH:13][C:14]([CH3:16])=[CH:15][C:9]=3[C:8]([N:17]3[CH2:22][CH2:21][N:20]([CH3:28])[C@@H:19]([CH2:23][CH2:24][O:25][CH3:26])[CH2:18]3)=[N:7][C:6]=2[CH:27]=1, predict the reactants needed to synthesize it. The reactants are: [Cl:1][C:2]1[CH:3]=[CH:4][C:5]2[NH:11][C:10]3[CH:12]=[CH:13][C:14]([CH3:16])=[CH:15][C:9]=3[C:8]([N:17]3[CH2:22][CH2:21][NH:20][C@@H:19]([CH2:23][CH2:24][O:25][CH3:26])[CH2:18]3)=[N:7][C:6]=2[CH:27]=1.[C:28](O[BH-]([O:37][C:38](=[O:40])[CH3:39])[O:37][C:38](=[O:40])[CH3:39])(=O)[CH3:28].[Na+].C=[O:43]. (5) Given the product [N:27]1([CH2:26][C:25]2[CH:24]=[CH:23][C:22]([C:7]3[CH:6]=[C:5]([CH2:1][CH:2]([CH3:4])[CH3:3])[S:9][C:8]=3[S:10]([NH:13][C:14]([CH3:17])([CH3:16])[CH3:15])(=[O:12])=[O:11])=[CH:33][CH:32]=2)[CH:31]=[N:30][CH:29]=[N:28]1, predict the reactants needed to synthesize it. The reactants are: [CH2:1]([C:5]1[S:9][C:8]([S:10]([NH:13][C:14]([CH3:17])([CH3:16])[CH3:15])(=[O:12])=[O:11])=[C:7](B(O)O)[CH:6]=1)[CH:2]([CH3:4])[CH3:3].Br[C:22]1[CH:33]=[CH:32][C:25]([CH2:26][N:27]2[CH:31]=[N:30][CH:29]=[N:28]2)=[CH:24][CH:23]=1.[OH-].[Na+]. (6) Given the product [C:1]([O:5][C:6](=[O:22])[NH:7][C:8]1[CH:13]=[C:12]([N:14]([CH3:16])[CH3:15])[C:11]([C:17]([F:20])([F:19])[F:18])=[CH:10][C:9]=1[NH:21][C:28](=[O:27])[CH2:29][C:30](=[O:43])[C:31]1[CH:36]=[CH:35][CH:34]=[C:33]([C:37]2[CH:38]=[CH:39][N:40]=[CH:41][CH:42]=2)[CH:32]=1)([CH3:4])([CH3:2])[CH3:3], predict the reactants needed to synthesize it. The reactants are: [C:1]([O:5][C:6](=[O:22])[NH:7][C:8]1[CH:13]=[C:12]([N:14]([CH3:16])[CH3:15])[C:11]([C:17]([F:20])([F:19])[F:18])=[CH:10][C:9]=1[NH2:21])([CH3:4])([CH3:3])[CH3:2].C([O:27][C:28](=O)[CH2:29][C:30](=[O:43])[C:31]1[CH:36]=[CH:35][CH:34]=[C:33]([C:37]2[CH:42]=[CH:41][N:40]=[CH:39][CH:38]=2)[CH:32]=1)(C)(C)C.